Task: Predict the product of the given reaction.. Dataset: Forward reaction prediction with 1.9M reactions from USPTO patents (1976-2016) (1) Given the reactants [Br:1][C:2]1[C:3]([NH2:10])=[C:4]([NH2:9])[C:5]([Br:8])=[CH:6][CH:7]=1.[C:11]1([C:17](=O)[C:18]([C:20]2[CH:25]=[CH:24][CH:23]=[CH:22][CH:21]=2)=O)[CH:16]=[CH:15][CH:14]=[CH:13][CH:12]=1.C1C(O)=CC=CC=1C.C(=O)(O)[O-].[Na+], predict the reaction product. The product is: [Br:1][C:2]1[CH:7]=[CH:6][C:5]([Br:8])=[C:4]2[C:3]=1[N:10]=[C:17]([C:11]1[CH:16]=[CH:15][CH:14]=[CH:13][CH:12]=1)[C:18]([C:20]1[CH:25]=[CH:24][CH:23]=[CH:22][CH:21]=1)=[N:9]2. (2) Given the reactants [Cl:1][C:2]1[CH:3]=[C:4]([C@@H:8]([OH:37])[CH2:9][NH:10][C@H:11]([CH3:36])[CH2:12][C:13]2[CH:18]=[CH:17][C:16]([S:19]([C:22]3[CH:32]=[CH:31][C:30]([CH2:33][CH2:34][CH3:35])=[CH:29][C:23]=3[C:24]([O:26]CC)=[O:25])(=[O:21])=[O:20])=[CH:15][CH:14]=2)[CH:5]=[CH:6][CH:7]=1.[C:38](O[C:38]([O:40][C:41]([CH3:44])([CH3:43])[CH3:42])=[O:39])([O:40][C:41]([CH3:44])([CH3:43])[CH3:42])=[O:39].[OH-].[Na+].Cl, predict the reaction product. The product is: [C:41]([O:40][C:38]([N:10]([CH2:9][C@@H:8]([C:4]1[CH:5]=[CH:6][CH:7]=[C:2]([Cl:1])[CH:3]=1)[OH:37])[C@H:11]([CH3:36])[CH2:12][C:13]1[CH:14]=[CH:15][C:16]([S:19]([C:22]2[CH:32]=[CH:31][C:30]([CH2:33][CH2:34][CH3:35])=[CH:29][C:23]=2[C:24]([OH:26])=[O:25])(=[O:21])=[O:20])=[CH:17][CH:18]=1)=[O:39])([CH3:44])([CH3:43])[CH3:42].